This data is from Kir2.1 potassium channel HTS with 301,493 compounds. The task is: Binary Classification. Given a drug SMILES string, predict its activity (active/inactive) in a high-throughput screening assay against a specified biological target. (1) The drug is Clc1cc(S(=O)(=O)NC2CC(NC(C2)(C)C)(C)C)c(OC)cc1C. The result is 0 (inactive). (2) The molecule is o1nc(NC(=O)c2cc(cc([N+]([O-])=O)c2)C(OC)=O)cc1C. The result is 0 (inactive). (3) The drug is o1c(C2Cc3nc(ncc3C(=O)C2)Nc2nc(c3c(n2)cccc3)c2ccccc2)ccc1. The result is 0 (inactive). (4) The compound is FC(F)c1n2nc(nc2nc(c1)C)C(O)=O. The result is 0 (inactive). (5) The molecule is s1c2CCCCc2nc1NC(=O)COc1ccccc1. The result is 0 (inactive). (6) The molecule is Oc1c(Nc2n(cnc2[N+]([O-])=O)C)cccc1. The result is 0 (inactive).